From a dataset of Full USPTO retrosynthesis dataset with 1.9M reactions from patents (1976-2016). Predict the reactants needed to synthesize the given product. (1) The reactants are: Br[C:2]1[N:6]([CH:7]([CH3:9])[CH3:8])[C:5]2[CH:10]([C:22]3[CH:27]=[CH:26][C:25]([Cl:28])=[CH:24][N:23]=3)[N:11]([C:14]3[CH:19]=[CH:18][CH:17]=[C:16]([Cl:20])[C:15]=3[F:21])[C:12](=[O:13])[C:4]=2[CH:3]=1.[CH3:29][O:30][C:31]1[C:36](B2OC(C)(C)C(C)(C)O2)=[CH:35][N:34]=[C:33]([N:46]([CH3:48])[CH3:47])[N:32]=1.BrC1N(C(C)C)C2C(C3C=CC(Cl)=CC=3)N(C3C=C(Cl)C=CC=3C)C(=O)C=2C=1.COC1C(B2OC(C)(C)C(C)(C)O2)=CN=C(N)N=1. Given the product [Cl:20][C:16]1[C:15]([F:21])=[C:14]([N:11]2[C:12](=[O:13])[C:4]3[CH:3]=[C:2]([C:36]4[C:31]([O:30][CH3:29])=[N:32][C:33]([N:46]([CH3:47])[CH3:48])=[N:34][CH:35]=4)[N:6]([CH:7]([CH3:9])[CH3:8])[C:5]=3[CH:10]2[C:22]2[CH:27]=[CH:26][C:25]([Cl:28])=[CH:24][N:23]=2)[CH:19]=[CH:18][CH:17]=1, predict the reactants needed to synthesize it. (2) Given the product [Cl:1][C:2]1[CH:3]=[C:4]([CH2:9][S:10]([NH:13][C:14]2[N:15]=[N:40][C:17]([S:22]([CH:25]([CH3:27])[CH3:26])(=[O:24])=[O:23])=[CH:18][C:19]=2[O:20][CH3:21])(=[O:12])=[O:11])[CH:5]=[C:6]([Cl:8])[CH:7]=1, predict the reactants needed to synthesize it. The reactants are: [Cl:1][C:2]1[CH:3]=[C:4]([CH2:9][S:10]([NH:13][C:14]2[C:19]([O:20][CH3:21])=[CH:18][C:17]([S:22]([CH:25]([CH3:27])[CH3:26])(=[O:24])=[O:23])=C[N:15]=2)(=[O:12])=[O:11])[CH:5]=[C:6]([Cl:8])[CH:7]=1.ClC1C=C(CS([NH:40]C2N=NC(SC(C)C)=CC=2OC)(=O)=O)C=C(Cl)C=1.